This data is from Reaction yield outcomes from USPTO patents with 853,638 reactions. The task is: Predict the reaction yield, written as a fraction of the theoretical maximum amount of product (1.0 means a 100% yield; for example, 0.34 means a 34% yield). (1) The catalyst is [Cl-].[Cl-].[Zn+2]. The yield is 0.290. The reactants are [F:1][C:2]1[CH:10]=[CH:9][C:5]([C:6](Cl)=[O:7])=[CH:4][CH:3]=1.[Cl:11][C:12]1[CH:18]=[CH:17][C:15]([NH2:16])=[CH:14][CH:13]=1.Cl. The product is [Cl:11][C:12]1[CH:18]=[CH:17][C:15]([NH:16][C:6](=[O:7])[C:5]2[CH:9]=[CH:10][C:2]([F:1])=[CH:3][CH:4]=2)=[C:14]([C:6](=[O:7])[C:5]2[CH:9]=[CH:10][C:2]([F:1])=[CH:3][CH:4]=2)[CH:13]=1. (2) The reactants are [NH2:1][C:2]1[CH:10]=[C:9]([F:11])[CH:8]=[CH:7][C:3]=1[C:4]([OH:6])=O.C1N=CN(C(N2C=NC=C2)=O)C=1.Cl.[NH2:25][CH:26]1[CH2:31][CH2:30][C:29](=[O:32])[NH:28][C:27]1=[O:33].C(=O)([O-])O.[Na+]. The catalyst is C(#N)C. The product is [NH2:1][C:2]1[CH:10]=[C:9]([F:11])[CH:8]=[CH:7][C:3]=1[C:4]([NH:25][CH:26]1[CH2:31][CH2:30][C:29](=[O:32])[NH:28][C:27]1=[O:33])=[O:6]. The yield is 0.450. (3) The reactants are [NH2:1][C:2]1[CH:6]=[C:5]([CH3:7])[O:4][N:3]=1.[C:8](Cl)(=[O:16])[O:9][C:10]1[CH:15]=[CH:14][CH:13]=[CH:12][CH:11]=1.O. The catalyst is O1CCCC1.N1C=CC=CC=1. The product is [CH3:7][C:5]1[O:4][N:3]=[C:2]([NH:1][C:8](=[O:16])[O:9][C:10]2[CH:15]=[CH:14][CH:13]=[CH:12][CH:11]=2)[CH:6]=1. The yield is 0.680. (4) The reactants are [CH3:1][O:2][C:3](=[O:16])[C:4]1[CH:9]=[CH:8][C:7]([CH:10]([OH:15])[CH2:11][CH:12]([CH3:14])[CH3:13])=[CH:6][CH:5]=1.[Cr](Cl)([O-])(=O)=O.[NH+]1C=CC=CC=1. The catalyst is ClCCl. The product is [CH3:1][O:2][C:3](=[O:16])[C:4]1[CH:9]=[CH:8][C:7]([C:10](=[O:15])[CH2:11][CH:12]([CH3:14])[CH3:13])=[CH:6][CH:5]=1. The yield is 0.720. (5) The catalyst is C1COCC1. The product is [C:1]([O:5][C:6]([N:8]([CH2:17][CH3:18])[C@@H:9]([CH3:14])[C:10]([O:12][CH3:13])=[O:11])=[O:7])([CH3:4])([CH3:3])[CH3:2]. The yield is 0.390. The reactants are [C:1]([O:5][C:6]([NH:8][C@@H:9]([CH3:14])[C:10]([O:12][CH3:13])=[O:11])=[O:7])([CH3:4])([CH3:3])[CH3:2].[H-].[Na+].[CH2:17](I)[CH3:18]. (6) The reactants are [Na].[NH2:2][C:3]1[CH:8]=[CH:7][CH:6]=[CH:5][CH:4]=1.[CH2:9]=O.[N:11]1([C:16]([O:18][C:19]([CH3:22])([CH3:21])[CH3:20])=[O:17])[CH:15]=[CH:14][CH2:13][CH2:12]1. The catalyst is CO. The product is [N:11]1([C:16]([O:18][C:19]([CH3:22])([CH3:21])[CH3:20])=[O:17])[C@@H:12]2[C@@H:13]([CH2:9][NH:2][CH:3]3[CH:8]2[CH:7]=[CH:6][CH:5]=[CH:4]3)[CH2:14][CH2:15]1. The yield is 0.120. (7) The yield is 0.550. The catalyst is COCCOCCOC. The reactants are [S:1]1[CH:5]=[CH:4]C=[C:2]1C(O)=O.[O-:9]CC.[Na+].S1C=CC=C1CC(O)=O.ClC[Si:24]([O:31][CH2:32][CH3:33])([O:28][CH2:29][CH3:30])[O:25][CH2:26][CH3:27]. The product is [C:5]([S:1][CH2:2][Si:24]([O:31][CH2:32][CH3:33])([O:28][CH2:29][CH3:30])[O:25][CH2:26][CH3:27])(=[O:9])[CH3:4]. (8) The reactants are [NH2:1][C:2]1[C:7]2=[CH:8][CH:9]=[C:10]([C:11](=[O:14])[CH2:12]Cl)[N:6]2[N:5]=[CH:4][N:3]=1.C([O-])([O-])=O.[K+].[K+].[I-].[K+].[CH2:23]([N:30]1[CH2:35][CH2:34][NH:33][CH:32]([CH2:36][O:37][Si:38]([C:41]([CH3:44])([CH3:43])[CH3:42])([CH3:40])[CH3:39])[CH2:31]1)[C:24]1[CH:29]=[CH:28][CH:27]=[CH:26][CH:25]=1. The catalyst is CN(C=O)C. The product is [NH2:1][C:2]1[C:7]2=[CH:8][CH:9]=[C:10]([C:11](=[O:14])[CH2:12][N:33]3[CH2:34][CH2:35][N:30]([CH2:23][C:24]4[CH:29]=[CH:28][CH:27]=[CH:26][CH:25]=4)[CH2:31][CH:32]3[CH2:36][O:37][Si:38]([C:41]([CH3:44])([CH3:43])[CH3:42])([CH3:39])[CH3:40])[N:6]2[N:5]=[CH:4][N:3]=1. The yield is 0.810. (9) The reactants are [OH-].[NH4+].[NH2:3][C@@H:4]([C:9]([OH:11])=[O:10])[C:5]([CH3:8])([CH3:7])[CH3:6]. The catalyst is CC(C)=O. The product is [NH2:3][CH:4]([C:9]([OH:11])=[O:10])[C:5]([CH3:8])([CH3:7])[CH3:6]. The yield is 0.920. (10) The reactants are [C:1]1([C:7]([C:9]2[CH:14]=[CH:13][C:12](B(O)O)=[CH:11][CH:10]=2)=[O:8])[CH:6]=[CH:5][CH:4]=[CH:3][CH:2]=1.Br[C:19]1[CH:24]=[CH:23][C:22]([O:25][CH2:26][CH:27]2[CH2:32][CH2:31][N:30]([C:33]([O:35][CH:36]([CH3:38])[CH3:37])=[O:34])[CH2:29][CH2:28]2)=[CH:21][CH:20]=1. No catalyst specified. The product is [C:1]1([C:7]([C:9]2[CH:14]=[CH:13][C:12]([C:19]3[CH:20]=[CH:21][C:22]([O:25][CH2:26][CH:27]4[CH2:28][CH2:29][N:30]([C:33]([O:35][CH:36]([CH3:38])[CH3:37])=[O:34])[CH2:31][CH2:32]4)=[CH:23][CH:24]=3)=[CH:11][CH:10]=2)=[O:8])[CH:6]=[CH:5][CH:4]=[CH:3][CH:2]=1. The yield is 0.0700.